From a dataset of Full USPTO retrosynthesis dataset with 1.9M reactions from patents (1976-2016). Predict the reactants needed to synthesize the given product. (1) Given the product [CH:11]1([NH:17][C:18]([N:4]2[C:5]3[C:10](=[C:9]([CH3:20])[CH:8]=[CH:7][CH:6]=3)[CH2:2][CH2:3]2)=[O:19])[CH2:16][CH2:15][CH2:14][CH2:13][CH2:12]1, predict the reactants needed to synthesize it. The reactants are: C[CH:2]1[C:10]2[C:5](=[CH:6][CH:7]=[CH:8][CH:9]=2)[NH:4][CH2:3]1.[CH:11]1([N:17]=[C:18]=[O:19])[CH2:16][CH2:15][CH2:14][CH2:13][CH2:12]1.[CH2:20]1COCC1. (2) Given the product [CH:1]1([CH2:4][N:5]2[C:9]3[CH:10]=[CH:11][C:12]([NH:14][CH3:15])=[CH:13][C:8]=3[N:7]=[C:6]2[CH:19]([C:21]2[CH:22]=[CH:23][C:24]([O:27][CH2:28][CH3:29])=[CH:25][CH:26]=2)[CH3:20])[CH2:3][CH2:2]1, predict the reactants needed to synthesize it. The reactants are: [CH:1]1([CH2:4][N:5]2[C:9]3[CH:10]=[CH:11][C:12]([N:14](C)[C:15](=O)C)=[CH:13][C:8]=3[N:7]=[C:6]2[CH:19]([C:21]2[CH:26]=[CH:25][C:24]([O:27][CH2:28][CH3:29])=[CH:23][CH:22]=2)[CH3:20])[CH2:3][CH2:2]1.[OH-].[K+].